Dataset: Full USPTO retrosynthesis dataset with 1.9M reactions from patents (1976-2016). Task: Predict the reactants needed to synthesize the given product. (1) Given the product [CH2:5]([O:7][C:8](=[O:22])/[CH:9]=[C:10](\[NH2:17])/[CH2:11][C@H:12]([CH3:16])/[CH:13]=[CH:14]/[CH3:15])[CH3:6], predict the reactants needed to synthesize it. The reactants are: N.CCO.[CH2:5]([O:7][C:8](=[O:22])/[CH:9]=[C:10](/[N:17]1CCCC1)\[CH2:11][C@H:12]([CH3:16])/[CH:13]=[CH:14]/[CH3:15])[CH3:6]. (2) Given the product [C:10]([O:13][CH:14]1[CH:19]([O:20][C:21](=[O:23])[CH3:22])[CH:18]([O:24][C:25](=[O:27])[CH3:26])[CH:17]([CH2:28][O:29][C:30](=[O:32])[CH3:31])[O:16][CH:15]1[O:1][C:2]1[CH:6]=[CH:5][S:4][C:3]=1[C:7](=[O:9])[CH3:8])(=[O:12])[CH3:11], predict the reactants needed to synthesize it. The reactants are: [OH:1][C:2]1[CH:6]=[CH:5][S:4][C:3]=1[C:7](=[O:9])[CH3:8].[C:10]([O:13][CH:14]1[CH:19]([O:20][C:21](=[O:23])[CH3:22])[CH:18]([O:24][C:25](=[O:27])[CH3:26])[CH:17]([CH2:28][O:29][C:30](=[O:32])[CH3:31])[O:16][CH:15]1Br)(=[O:12])[CH3:11].C(=O)([O-])[O-].[K+].[K+].O. (3) Given the product [F:11][C:2]([F:1])([F:12])[C:3]1[CH:10]=[C:7]([CH2:8][NH2:9])[CH:6]=[N:5][CH:4]=1, predict the reactants needed to synthesize it. The reactants are: [F:1][C:2]([F:12])([F:11])[C:3]1[CH:4]=[N:5][CH:6]=[C:7]([CH:10]=1)[C:8]#[N:9].[BH4-].[Na+].Cl.[NH4+].[OH-]. (4) The reactants are: [CH3:1][NH:2][C:3]1[CH:11]=[CH:10][C:9]2[N:8]3[C:12](=[O:20])[O:13][C@@H:14]([CH2:15][NH:16][C:17](=[O:19])[CH3:18])[C@@H:7]3[CH2:6][C:5]=2[CH:4]=1.C([O-])(O)=O.[Na+].[Cl:26][CH2:27][C:28](Cl)=[O:29]. Given the product [C:17]([NH:16][CH2:15][C@H:14]1[C@@H:7]2[CH2:6][C:5]3[CH:4]=[C:3]([N:2]([CH3:1])[C:28](=[O:29])[CH2:27][Cl:26])[CH:11]=[CH:10][C:9]=3[N:8]2[C:12](=[O:20])[O:13]1)(=[O:19])[CH3:18], predict the reactants needed to synthesize it. (5) Given the product [CH2:24]([C:21]1[CH:22]=[CH:23][C:18]([C:9]2[CH:10]=[CH:11][C:12]([C:2]3[Se:3][CH:4]=[CH:5][CH:6]=3)=[C:13]([F:14])[C:8]=2[F:7])=[CH:19][CH:20]=1)[CH3:25], predict the reactants needed to synthesize it. The reactants are: Br[C:2]1[Se:3][CH:4]=[CH:5][CH:6]=1.[F:7][C:8]1[C:13]([F:14])=[C:12](B(O)O)[CH:11]=[CH:10][C:9]=1[C:18]1[CH:23]=[CH:22][C:21]([CH2:24][CH3:25])=[CH:20][CH:19]=1.C(=O)([O-])[O-].[Na+].[Na+]. (6) Given the product [Cl:1][C:2]1[C:3]([O:12][C:13]2[CH:18]=[C:17]([O:19][CH2:20][CH2:21][O:22][CH3:23])[CH:16]=[CH:15][C:14]=2[CH2:24][C:25]([CH3:37])([CH3:38])[C:26]([N-:28][S:29]([CH2:32][CH2:33][CH2:34][CH2:35][CH3:36])(=[O:31])=[O:30])=[O:27])=[N:4][CH:5]=[C:6]([C:8]([F:10])([F:9])[F:11])[CH:7]=1.[Na+:40], predict the reactants needed to synthesize it. The reactants are: [Cl:1][C:2]1[C:3]([O:12][C:13]2[CH:18]=[C:17]([O:19][CH2:20][CH2:21][O:22][CH3:23])[CH:16]=[CH:15][C:14]=2[CH2:24][C:25]([CH3:38])([CH3:37])[C:26]([NH:28][S:29]([CH2:32][CH2:33][CH2:34][CH2:35][CH3:36])(=[O:31])=[O:30])=[O:27])=[N:4][CH:5]=[C:6]([C:8]([F:11])([F:10])[F:9])[CH:7]=1.[OH-].[Na+:40]. (7) Given the product [CH3:12][O:13][C:14]1[CH:15]=[C:16]([C:22]2[CH2:26][CH:25]([CH2:27][CH2:28][CH:29]=[O:30])[O:24][N:23]=2)[CH:17]=[CH:18][C:19]=1[O:20][CH3:21], predict the reactants needed to synthesize it. The reactants are: [Cr](Cl)([O-])(=O)=O.[NH+]1C=CC=CC=1.[CH3:12][O:13][C:14]1[CH:15]=[C:16]([C:22]2[CH2:26][CH:25]([CH2:27][CH2:28][CH2:29][OH:30])[O:24][N:23]=2)[CH:17]=[CH:18][C:19]=1[O:20][CH3:21].C(OCC)C.